This data is from Full USPTO retrosynthesis dataset with 1.9M reactions from patents (1976-2016). The task is: Predict the reactants needed to synthesize the given product. (1) Given the product [F:8][C:7]1[CH:6]=[CH:5][C:4]([C:9]2[C:10]([C:22]3[CH:27]=[CH:26][CH:25]=[CH:24][N:23]=3)=[N:11][N:12]([CH2:14][O:15][CH2:16][CH2:17][Si:18]([CH3:21])([CH3:20])[CH3:19])[CH:13]=2)=[CH:3][C:2]=1[C:32]1[CH:31]=[N:30][N:29]([CH3:28])[CH:33]=1, predict the reactants needed to synthesize it. The reactants are: Br[C:2]1[CH:3]=[C:4]([C:9]2[C:10]([C:22]3[CH:27]=[CH:26][CH:25]=[CH:24][N:23]=3)=[N:11][N:12]([CH2:14][O:15][CH2:16][CH2:17][Si:18]([CH3:21])([CH3:20])[CH3:19])[CH:13]=2)[CH:5]=[CH:6][C:7]=1[F:8].[CH3:28][N:29]1[CH:33]=[C:32](B2OC(C)(C)C(C)(C)O2)[CH:31]=[N:30]1. (2) Given the product [Br:1][C:2]1[CH:9]=[CH:8][C:5]([C:6]#[N:7])=[C:4](/[CH:10]=[CH:16]/[N:17]([CH3:19])[CH3:18])[CH:3]=1, predict the reactants needed to synthesize it. The reactants are: [Br:1][C:2]1[CH:9]=[CH:8][C:5]([C:6]#[N:7])=[C:4]([CH3:10])[CH:3]=1.C(O[CH:16](N(C)C)[N:17]([CH3:19])[CH3:18])(C)(C)C. (3) Given the product [Br:24][C:25]1[C:26]([N:34]2[CH2:35][CH2:36][N:37]([CH3:40])[CH2:38][CH2:39]2)=[CH:27][C:28]([O:32][CH3:33])=[C:29]([NH:31][C:2]2[N:7]=[C:6]([NH:8][C:9]3[CH:14]=[C:13]([CH:15]=[CH2:16])[CH:12]=[CH:11][C:10]=3[N:17]([CH3:22])[S:18]([CH3:21])(=[O:20])=[O:19])[C:5]([Cl:23])=[CH:4][N:3]=2)[CH:30]=1, predict the reactants needed to synthesize it. The reactants are: Cl[C:2]1[N:7]=[C:6]([NH:8][C:9]2[CH:14]=[C:13]([CH:15]=[CH2:16])[CH:12]=[CH:11][C:10]=2[N:17]([CH3:22])[S:18]([CH3:21])(=[O:20])=[O:19])[C:5]([Cl:23])=[CH:4][N:3]=1.[Br:24][C:25]1[C:26]([N:34]2[CH2:39][CH2:38][N:37]([CH3:40])[CH2:36][CH2:35]2)=[CH:27][C:28]([O:32][CH3:33])=[C:29]([NH2:31])[CH:30]=1.CS(O)(=O)=O. (4) Given the product [Cl:11][C:10]1[CH:9]=[CH:8][C:4]([C:5]([OH:7])=[O:6])=[CH:3][C:2]=1[B:12]1[O:16][C:15]([CH3:18])([CH3:17])[C:14]([CH3:20])([CH3:19])[O:13]1, predict the reactants needed to synthesize it. The reactants are: Br[C:2]1[CH:3]=[C:4]([CH:8]=[CH:9][C:10]=1[Cl:11])[C:5]([OH:7])=[O:6].[B:12]1([B:12]2[O:16][C:15]([CH3:18])([CH3:17])[C:14]([CH3:20])([CH3:19])[O:13]2)[O:16][C:15]([CH3:18])([CH3:17])[C:14]([CH3:20])([CH3:19])[O:13]1.C([O-])(=O)C.[K+].ClCCl. (5) The reactants are: [CH3:1][C:2]1[C:6]([N+:7]([O-:9])=[O:8])=[CH:5][NH:4][N:3]=1.C(=O)([O-])[O-].[K+].[K+].I[CH:17]([CH3:19])[CH3:18].O. Given the product [CH:17]([N:4]1[CH:5]=[C:6]([N+:7]([O-:9])=[O:8])[C:2]([CH3:1])=[N:3]1)([CH3:19])[CH3:18], predict the reactants needed to synthesize it. (6) Given the product [Cl:23][C:19]1[C:18]([CH3:24])=[C:17]([CH2:16][N:15]2[C:14]3[N:25]=[C:26]([N:28]4[CH2:29][CH2:30][O:31][CH2:32][CH2:33]4)[S:27][C:13]=3[C:12](=[O:34])[N:11]=[C:10]2[S:9][CH2:5][C:6]([OH:8])=[O:7])[CH:22]=[CH:21][CH:20]=1, predict the reactants needed to synthesize it. The reactants are: CC([CH:5]([S:9][C:10]1[N:15]([CH2:16][C:17]2[CH:22]=[CH:21][CH:20]=[C:19]([Cl:23])[C:18]=2[CH3:24])[C:14]2[N:25]=[C:26]([N:28]3[CH2:33][CH2:32][O:31][CH2:30][CH2:29]3)[S:27][C:13]=2[C:12](=[O:34])[N:11]=1)[C:6]([O-:8])=[O:7])(C)C.C(O)(C(F)(F)F)=O.